Dataset: Full USPTO retrosynthesis dataset with 1.9M reactions from patents (1976-2016). Task: Predict the reactants needed to synthesize the given product. (1) Given the product [F:19][C:10]1[C:9]([O:8][CH2:7][C:5]2[S:6][C:2]([C:33]3[S:34][CH:35]=[CH:36][N:37]=3)=[C:3]([C:20]3[CH:25]=[CH:24][C:23]([O:26][CH3:27])=[CH:22][CH:21]=3)[N:4]=2)=[CH:17][CH:16]=[C:15]([F:18])[C:11]=1[C:12]([NH2:14])=[O:13], predict the reactants needed to synthesize it. The reactants are: Br[C:2]1[S:6][C:5]([CH2:7][O:8][C:9]2[C:10]([F:19])=[C:11]([C:15]([F:18])=[CH:16][CH:17]=2)[C:12]([NH2:14])=[O:13])=[N:4][C:3]=1[C:20]1[CH:25]=[CH:24][C:23]([O:26][CH3:27])=[CH:22][CH:21]=1.C([Sn](CCCC)(CCCC)[C:33]1[S:34][CH:35]=[CH:36][N:37]=1)CCC.O. (2) Given the product [C:1]1([C:7]2[N:15]3[C:10]([CH:11]=[CH:12][CH:13]=[CH:14]3)=[CH:9][C:8]=2[CH:16]([OH:17])[CH3:21])[CH:2]=[CH:3][CH:4]=[CH:5][CH:6]=1, predict the reactants needed to synthesize it. The reactants are: [C:1]1([C:7]2[N:15]3[C:10]([CH:11]=[CH:12][CH:13]=[CH:14]3)=[CH:9][C:8]=2[CH:16]=[O:17])[CH:6]=[CH:5][CH:4]=[CH:3][CH:2]=1.C[Mg+].[Br-].[CH3:21]COCC. (3) Given the product [NH2:1][C:2]1[N:10]=[CH:9][N:8]=[C:7]2[C:3]=1[N:4]=[CH:5][N:6]2[C@H:11]1[C@@H:15]2[O:16][C:17]([CH3:20])([CH3:19])[O:18][C@@H:14]2[C@@H:13]([CH2:21][S:22][CH2:23][CH2:24][CH2:25][CH2:26][C:27]([OH:29])=[O:28])[O:12]1, predict the reactants needed to synthesize it. The reactants are: [NH2:1][C:2]1[N:10]=[CH:9][N:8]=[C:7]2[C:3]=1[N:4]=[CH:5][N:6]2[C@H:11]1[C@@H:15]2[O:16][C:17]([CH3:20])([CH3:19])[O:18][C@@H:14]2[C@@H:13]([CH2:21][S:22][CH2:23][CH2:24][CH2:25][CH2:26][C:27]([O:29]C)=[O:28])[O:12]1.[Li+].[OH-]. (4) Given the product [F:2][C:3]1[CH:22]=[C:21]([N+:23]([O-:25])=[O:24])[CH:20]=[CH:19][C:4]=1[O:5][C:6]1[C:15]2[C:10](=[CH:11][C:12]([OH:18])=[C:13]([O:16][CH3:17])[CH:14]=2)[N:9]=[CH:8][CH:7]=1, predict the reactants needed to synthesize it. The reactants are: Br.[F:2][C:3]1[CH:22]=[C:21]([N+:23]([O-:25])=[O:24])[CH:20]=[CH:19][C:4]=1[O:5][C:6]1[C:15]2[C:10](=[CH:11][C:12]([OH:18])=[C:13]([O:16][CH3:17])[CH:14]=2)[N:9]=[CH:8][CH:7]=1.CS(OCC1CCN(C(OC(C)(C)C)=O)CC1)(=O)=O.